Dataset: Reaction yield outcomes from USPTO patents with 853,638 reactions. Task: Predict the reaction yield, written as a fraction of the theoretical maximum amount of product (1.0 means a 100% yield; for example, 0.34 means a 34% yield). (1) The reactants are [Cl-].O[NH3+:3].[C:4](=[O:7])([O-])[OH:5].[Na+].CS(C)=O.[CH3:13][S:14][CH2:15][CH2:16][O:17][C@H:18]1[CH2:23][CH2:22][C@H:21]([N:24]2[C:29](=[O:30])[C:28]([CH2:31][C:32]3[CH:37]=[CH:36][C:35]([C:38]4[C:39]([C:44]#[N:45])=[CH:40][CH:41]=[CH:42][CH:43]=4)=[CH:34][CH:33]=3)=[C:27]([CH2:46][CH2:47][CH3:48])[N:26]3[N:49]=[CH:50][N:51]=[C:25]23)[CH2:20][CH2:19]1. The catalyst is C(OCC)(=O)C. The yield is 0.590. The product is [CH3:13][S:14][CH2:15][CH2:16][O:17][C@H:18]1[CH2:23][CH2:22][C@H:21]([N:24]2[C:29](=[O:30])[C:28]([CH2:31][C:32]3[CH:37]=[CH:36][C:35]([C:38]4[CH:43]=[CH:42][CH:41]=[CH:40][C:39]=4[C:44]4[NH:3][C:4](=[O:7])[O:5][N:45]=4)=[CH:34][CH:33]=3)=[C:27]([CH2:46][CH2:47][CH3:48])[N:26]3[N:49]=[CH:50][N:51]=[C:25]23)[CH2:20][CH2:19]1. (2) The reactants are S(=O)(=O)(O)[OH:2].C(OC(=O)[NH:12][C@H:13]1[CH2:18][CH2:17][CH2:16][N:15]([C:19]2[C:27]([F:28])=[CH:26][C:25]([C:29]#[N:30])=[C:24]3[C:20]=2[C:21]([CH3:32])=[C:22]([CH3:31])[NH:23]3)[CH2:14]1)(C)(C)C. No catalyst specified. The product is [NH2:12][C@H:13]1[CH2:18][CH2:17][CH2:16][N:15]([C:19]2[C:27]([F:28])=[CH:26][C:25]([C:29]([NH2:30])=[O:2])=[C:24]3[C:20]=2[C:21]([CH3:32])=[C:22]([CH3:31])[NH:23]3)[CH2:14]1. The yield is 0.820. (3) The reactants are COC(=O)CC1C=CC(CBr)=CC=1.[CH3:14][O:15][C:16](=[O:47])[CH2:17][C:18]1[CH:23]=[CH:22][C:21]([CH2:24][N:25]2[CH:29]=[C:28]([C:30]3[CH:35]=[CH:34][C:33]([Cl:36])=[CH:32][C:31]=3[Cl:37])[N:27]=[C:26]2/[CH:38]=[CH:39]/[C:40]2[CH:45]=[CH:44][C:43](Br)=[CH:42][CH:41]=2)=[CH:20][CH:19]=1.[CH3:48][S:49]([C:52]1[CH:53]=[C:54](B(O)O)[CH:55]=[CH:56][CH:57]=1)(=[O:51])=[O:50]. No catalyst specified. The product is [CH3:14][O:15][C:16](=[O:47])[CH2:17][C:18]1[CH:23]=[CH:22][C:21]([CH2:24][N:25]2[CH:29]=[C:28]([C:30]3[CH:35]=[CH:34][C:33]([Cl:36])=[CH:32][C:31]=3[Cl:37])[N:27]=[C:26]2/[CH:38]=[CH:39]/[C:40]2[CH:45]=[CH:44][C:43]([C:56]3[CH:55]=[CH:54][CH:53]=[C:52]([S:49]([CH3:48])(=[O:51])=[O:50])[CH:57]=3)=[CH:42][CH:41]=2)=[CH:20][CH:19]=1. The yield is 0.500. (4) The reactants are [OH:1][CH:2]([C:10]([F:13])([F:12])[F:11])[C:3]([F:9])([F:8])[S:4]([O-:7])(=[O:6])=[O:5].[C:14]1([S+:20]([C:27]2[CH:32]=[CH:31][CH:30]=[CH:29][CH:28]=2)[C:21]2[CH:26]=[CH:25][CH:24]=[CH:23][CH:22]=2)[CH:19]=[CH:18][CH:17]=[CH:16][CH:15]=1.N1C=CC=CC=1.[C:39](OC(=O)C)(=[O:41])[CH3:40].C(N(CC)CC)C. The catalyst is C(Cl)Cl.CN(C1C=CN=CC=1)C.O. The product is [C:39]([O:1][CH:2]([C:10]([F:13])([F:11])[F:12])[C:3]([F:8])([F:9])[S:4]([O-:7])(=[O:6])=[O:5])(=[O:41])[CH3:40].[C:27]1([S+:20]([C:14]2[CH:15]=[CH:16][CH:17]=[CH:18][CH:19]=2)[C:21]2[CH:26]=[CH:25][CH:24]=[CH:23][CH:22]=2)[CH:28]=[CH:29][CH:30]=[CH:31][CH:32]=1. The yield is 0.700. (5) The reactants are Br[C:2]1[C:3]([NH:21][C:22]2[CH:26]=[C:25]([CH:27]3[CH2:29][CH2:28]3)[NH:24][N:23]=2)=[N:4][C:5]([C:8]2[S:12][C:11]([S:13]([NH:16][C:17]([CH3:20])([CH3:19])[CH3:18])(=[O:15])=[O:14])=[CH:10][CH:9]=2)=[N:6][CH:7]=1.[CH2:30]([Sn](CCCC)(CCCC)C=C)[CH2:31]CC. The catalyst is [N+](CCCC)(CCCC)(CCCC)CCCC.[Br-].O1CCOCC1. The product is [C:17]([NH:16][S:13]([C:11]1[S:12][C:8]([C:5]2[N:4]=[C:3]([NH:21][C:22]3[CH:26]=[C:25]([CH:27]4[CH2:29][CH2:28]4)[NH:24][N:23]=3)[C:2]([CH:30]=[CH2:31])=[CH:7][N:6]=2)=[CH:9][CH:10]=1)(=[O:15])=[O:14])([CH3:20])([CH3:19])[CH3:18]. The yield is 0.800. (6) The reactants are ClC1C=C(OC)C(NS(C2SC(C)=NC=2C)(=O)=O)=NC=1.[Cl:21][C:22]1[S:23][C:24]([Cl:31])=[CH:25][C:26]=1[S:27](Cl)(=[O:29])=[O:28].CC1N=C(C)SC=1S(Cl)(=O)=O.[NH2:43][C:44]1[N:49]=[CH:48][C:47]([C:50]([O:52][CH3:53])=[O:51])=[CH:46][C:45]=1[O:54][CH3:55].ClC1C=C(OC)C(N)=NC=1. No catalyst specified. The product is [Cl:21][C:22]1[S:23][C:24]([Cl:31])=[CH:25][C:26]=1[S:27]([NH:43][C:44]1[N:49]=[CH:48][C:47]([C:50]([O:52][CH3:53])=[O:51])=[CH:46][C:45]=1[O:54][CH3:55])(=[O:29])=[O:28]. The yield is 0.400. (7) The reactants are [CH3:1][O:2][C:3](=[O:37])[C@@H:4]([NH:14][C:15]([C:17]1[C:18]([CH3:36])=[N:19][C:20]([NH:24][CH:25]2[CH2:34][CH2:33][C:32]3[C:27](=[C:28]([OH:35])[CH:29]=[CH:30][CH:31]=3)[CH2:26]2)=[N:21][C:22]=1[CH3:23])=[O:16])[CH2:5][NH:6]C(OC(C)(C)C)=O.[ClH:38]. The catalyst is CO. The product is [ClH:38].[CH3:1][O:2][C:3](=[O:37])[C@@H:4]([NH:14][C:15]([C:17]1[C:18]([CH3:36])=[N:19][C:20]([NH:24][CH:25]2[CH2:34][CH2:33][C:32]3[C:27](=[C:28]([OH:35])[CH:29]=[CH:30][CH:31]=3)[CH2:26]2)=[N:21][C:22]=1[CH3:23])=[O:16])[CH2:5][NH2:6]. The yield is 1.00.